Dataset: TCR-epitope binding with 47,182 pairs between 192 epitopes and 23,139 TCRs. Task: Binary Classification. Given a T-cell receptor sequence (or CDR3 region) and an epitope sequence, predict whether binding occurs between them. (1) The epitope is KLSYGIATV. The TCR CDR3 sequence is CASGPNPGLVPDTQYF. Result: 1 (the TCR binds to the epitope). (2) The epitope is QARQMVQAMRTIGTHP. Result: 1 (the TCR binds to the epitope). The TCR CDR3 sequence is CASSKGLAEFTDTQYF. (3) The epitope is HLVDFQVTI. The TCR CDR3 sequence is CASSPSGGVEQFF. Result: 0 (the TCR does not bind to the epitope). (4) Result: 1 (the TCR binds to the epitope). The TCR CDR3 sequence is CASSYPLAGGTYEQYF. The epitope is LLLGIGILV. (5) The epitope is KRWIILGLNK. The TCR CDR3 sequence is CASSLDHLAGVNNEQFF. Result: 1 (the TCR binds to the epitope). (6) The epitope is FVDGVPFVV. The TCR CDR3 sequence is CASSYSIGSSRAYYGYTF. Result: 1 (the TCR binds to the epitope).